From a dataset of Reaction yield outcomes from USPTO patents with 853,638 reactions. Predict the reaction yield, written as a fraction of the theoretical maximum amount of product (1.0 means a 100% yield; for example, 0.34 means a 34% yield). The reactants are Br[C:2]1[CH:3]=[C:4]([C:17]#[N:18])[C:5](=[O:16])[N:6]([C:9]2[CH:14]=[CH:13][C:12]([F:15])=[CH:11][CH:10]=2)[C:7]=1[CH3:8].[CH3:19][Sn](C)(C)C.O.C(OCC)(=O)C. The catalyst is CN(C)C=O.C1C=CC([P]([Pd]([P](C2C=CC=CC=2)(C2C=CC=CC=2)C2C=CC=CC=2)([P](C2C=CC=CC=2)(C2C=CC=CC=2)C2C=CC=CC=2)[P](C2C=CC=CC=2)(C2C=CC=CC=2)C2C=CC=CC=2)(C2C=CC=CC=2)C2C=CC=CC=2)=CC=1. The product is [F:15][C:12]1[CH:13]=[CH:14][C:9]([N:6]2[C:7]([CH3:8])=[C:2]([CH3:19])[CH:3]=[C:4]([C:17]#[N:18])[C:5]2=[O:16])=[CH:10][CH:11]=1. The yield is 0.600.